Dataset: Catalyst prediction with 721,799 reactions and 888 catalyst types from USPTO. Task: Predict which catalyst facilitates the given reaction. (1) Reactant: [NH2:1]CCC[Si](OC)(OC)OC.[C:12]([OH:16])(=[O:15])[CH:13]=[CH2:14].[C:17]([OH:21])(=[O:20])C=C.C(O)(=O)[CH:23]=[CH2:24].C(C(CO)(CO)CC)O.C(O)(C)C. Product: [C:12]([OH:16])(=[O:15])[CH:13]=[CH2:14].[NH2:1][C:17]([O:21][CH2:23][CH3:24])=[O:20]. The catalyst class is: 15. (2) Reactant: [CH2:1]([CH:3]([CH2:25][CH2:26][CH2:27][CH3:28])[CH2:4][CH:5]([N:14]1[C:18]2[CH:19]=[CH:20][S:21][C:17]=2[C:16]2[S:22][CH:23]=[CH:24][C:15]1=2)[CH2:6][CH:7]([CH2:12][CH3:13])[CH2:8][CH2:9][CH2:10][CH3:11])[CH3:2].C([Li])(C)(C)C.CCCCC.[Sn:39](Cl)([CH3:42])([CH3:41])[CH3:40]. Product: [CH2:1]([CH:3]([CH2:25][CH2:26][CH2:27][CH3:28])[CH2:4][CH:5]([N:14]1[C:15]2[CH:24]=[C:23]([Sn:39]([CH3:42])([CH3:41])[CH3:40])[S:22][C:16]=2[C:17]2[S:21][C:20]([Sn:39]([CH3:42])([CH3:41])[CH3:40])=[CH:19][C:18]1=2)[CH2:6][CH:7]([CH2:12][CH3:13])[CH2:8][CH2:9][CH2:10][CH3:11])[CH3:2]. The catalyst class is: 27.